This data is from Reaction yield outcomes from USPTO patents with 853,638 reactions. The task is: Predict the reaction yield, written as a fraction of the theoretical maximum amount of product (1.0 means a 100% yield; for example, 0.34 means a 34% yield). (1) The reactants are [Cl:1][C:2]1[C:3]([CH2:8][NH:9][C:10]([N:12]2[CH2:17][CH2:16][CH2:15][CH:14]([C:18]([O:20][CH3:21])=[O:19])[CH2:13]2)=O)=[N:4][CH:5]=[CH:6][N:7]=1.CN1C(=O)N(C)CC1.O=P(Cl)(Cl)Cl. The catalyst is C(#N)C. The product is [Cl:1][C:2]1[C:3]2[N:4]([C:10]([N:12]3[CH2:17][CH2:16][CH2:15][CH:14]([C:18]([O:20][CH3:21])=[O:19])[CH2:13]3)=[N:9][CH:8]=2)[CH:5]=[CH:6][N:7]=1. The yield is 0.363. (2) The reactants are [F:1][C:2]1[C:21]([I:22])=[CH:20][C:5]2[C:6]3[N:10]=[C:9]([C:11]([O:13]CC)=O)[NH:8][C:7]=3[CH:16]3[CH2:19][CH:18]([C:4]=2[CH:3]=1)[CH2:17]3.[NH3:23]. The catalyst is CO. The product is [F:1][C:2]1[C:21]([I:22])=[CH:20][C:5]2[C:6]3[N:10]=[C:9]([C:11]([NH2:23])=[O:13])[NH:8][C:7]=3[CH:16]3[CH2:17][CH:18]([C:4]=2[CH:3]=1)[CH2:19]3. The yield is 0.780.